From a dataset of Full USPTO retrosynthesis dataset with 1.9M reactions from patents (1976-2016). Predict the reactants needed to synthesize the given product. (1) Given the product [Br:1][C:2]1[CH:7]=[CH:6][C:5]([S:8]([N:11]([C@H:13]2[CH2:18][CH2:17][C@H:16]([O:19][CH2:26][CH2:25][CH2:24][CH2:23][CH2:22][CH2:21][Br:20])[CH2:15][CH2:14]2)[CH3:12])(=[O:9])=[O:10])=[CH:4][CH:3]=1, predict the reactants needed to synthesize it. The reactants are: [Br:1][C:2]1[CH:7]=[CH:6][C:5]([S:8]([N:11]([C@H:13]2[CH2:18][CH2:17][C@H:16]([OH:19])[CH2:15][CH2:14]2)[CH3:12])(=[O:10])=[O:9])=[CH:4][CH:3]=1.[Br:20][CH2:21][CH2:22][CH2:23][CH2:24][CH2:25][CH2:26]Br. (2) Given the product [Cl:23][C:24]1[CH:29]=[CH:28][CH:27]=[CH:26][C:25]=1[CH:30]([O:22][C:21]1[CH:20]=[CH:19][S:18][C:17]=1[C:15]([O:14][CH3:13])=[O:16])[CH3:31], predict the reactants needed to synthesize it. The reactants are: CCOC(/N=N/C(OCC)=O)=O.[CH3:13][O:14][C:15]([C:17]1[S:18][CH:19]=[CH:20][C:21]=1[OH:22])=[O:16].[Cl:23][C:24]1[CH:29]=[CH:28][CH:27]=[CH:26][C:25]=1[CH:30](O)[CH3:31].C1(P(C2C=CC=CC=2)C2C=CC=CC=2)C=CC=CC=1. (3) Given the product [C:1]12([C:11]3[O:12][C:13]([C:16]4[CH:21]=[C:20]([CH:19]=[CH:18][CH:17]=4)[CH:26]=[O:27])=[N:14][N:15]=3)[CH2:10][CH:5]3[CH2:6][CH:7]([CH2:9][CH:3]([CH2:4]3)[CH2:2]1)[CH2:8]2, predict the reactants needed to synthesize it. The reactants are: [C:1]12([C:11]3[O:12][C:13]([C:16]4[CH:21]=[CH:20][CH:19]=[CH:18][C:17]=4Br)=[N:14][N:15]=3)[CH2:10][CH:5]3[CH2:6][CH:7]([CH2:9][CH:3]([CH2:4]3)[CH2:2]1)[CH2:8]2.CN([CH:26]=[O:27])C. (4) Given the product [C:13]([O:17][C:18]([CH2:19][CH2:20][CH2:21][O:8][C:7](=[O:9])[C:6]1[CH:10]=[C:2]([Br:1])[C:3]([Cl:12])=[CH:4][C:5]=1[O:11][CH2:2][CH2:3][CH2:4][C:24]([O:27][C:6]([CH3:10])([CH3:7])[CH3:5])=[O:25])=[O:23])([CH3:16])([CH3:15])[CH3:14], predict the reactants needed to synthesize it. The reactants are: [Br:1][C:2]1[C:3]([Cl:12])=[CH:4][C:5]([OH:11])=[C:6]([CH:10]=1)[C:7]([OH:9])=[O:8].[C:13]([O:17][C:18](=[O:23])[CH2:19][CH2:20][CH2:21]Br)([CH3:16])([CH3:15])[CH3:14].[C:24]([O-:27])([O-])=[O:25].[K+].[K+]. (5) Given the product [Cl:12][C:3]1[C:2]([CH:13]2[CH2:15][CH2:14]2)=[C:7]([O:8][CH3:9])[N:6]=[C:5]([O:10][CH3:11])[N:4]=1, predict the reactants needed to synthesize it. The reactants are: Br[C:2]1[C:3]([Cl:12])=[N:4][C:5]([O:10][CH3:11])=[N:6][C:7]=1[O:8][CH3:9].[CH:13]1(B(O)O)[CH2:15][CH2:14]1.ClCl.C([O-])([O-])=O.[Na+].[Na+]. (6) Given the product [NH2:19][C:2]1[C:3]([C:15]([OH:17])=[O:16])=[N:4][C:5]([C:8]2[CH:13]=[CH:12][CH:11]=[CH:10][C:9]=2[F:14])=[N:6][CH:7]=1, predict the reactants needed to synthesize it. The reactants are: Br[C:2]1[C:3]([C:15]([OH:17])=[O:16])=[N:4][C:5]([C:8]2[CH:13]=[CH:12][CH:11]=[CH:10][C:9]=2[F:14])=[N:6][CH:7]=1.[OH-].[NH4+:19]. (7) Given the product [N:10]1[C:2]([N:11]2[CH2:19][CH2:18][CH:14]([C:15]([NH2:17])=[O:16])[CH2:13][CH2:12]2)=[C:3]2[C:7]([NH:6][CH:5]=[N:4]2)=[N:8][CH:9]=1, predict the reactants needed to synthesize it. The reactants are: Cl[C:2]1[N:10]=[CH:9][N:8]=[C:7]2[C:3]=1[NH:4][CH:5]=[N:6]2.[NH:11]1[CH2:19][CH2:18][CH:14]([C:15]([NH2:17])=[O:16])[CH2:13][CH2:12]1.C(N(CC)CC)C.